From a dataset of Forward reaction prediction with 1.9M reactions from USPTO patents (1976-2016). Predict the product of the given reaction. (1) Given the reactants [CH:1]1([S:7][C:8]2[CH:15]=[CH:14][CH:13]=[CH:12][C:9]=2[CH:10]=[O:11])[CH2:6][CH2:5][CH2:4][CH2:3][CH2:2]1.C1C=C(Cl)C=C(C(OO)=[O:24])C=1.[OH-:27].[Na+], predict the reaction product. The product is: [CH:1]1([S:7]([C:8]2[CH:15]=[CH:14][CH:13]=[CH:12][C:9]=2[CH:10]=[O:11])(=[O:24])=[O:27])[CH2:6][CH2:5][CH2:4][CH2:3][CH2:2]1. (2) The product is: [NH2:17][C:15]1[C:16]2[C:8]([C:5]3[CH:6]=[CH:7][C:2]([NH:1][C:37](=[O:38])[CH2:36][C:32]4[S:31][CH:35]=[CH:34][CH:33]=4)=[C:3]([O:23][CH3:24])[CH:4]=3)=[CH:9][N:10]([CH:18]3[CH2:22][CH2:21][CH2:20][CH2:19]3)[C:11]=2[N:12]=[CH:13][N:14]=1. Given the reactants [NH2:1][C:2]1[CH:7]=[CH:6][C:5]([C:8]2[C:16]3[C:15]([NH2:17])=[N:14][CH:13]=[N:12][C:11]=3[N:10]([CH:18]3[CH2:22][CH2:21][CH2:20][CH2:19]3)[CH:9]=2)=[CH:4][C:3]=1[O:23][CH3:24].N1C=CC=CC=1.[S:31]1[CH:35]=[CH:34][CH:33]=[C:32]1[CH2:36][C:37](Cl)=[O:38], predict the reaction product.